This data is from Forward reaction prediction with 1.9M reactions from USPTO patents (1976-2016). The task is: Predict the product of the given reaction. (1) Given the reactants [F:1][C:2]1[CH:7]=[CH:6][C:5]([NH2:8])=[CH:4][CH:3]=1.C(O[CH:12]=[C:13]([C:19]([O:21][CH2:22][CH3:23])=[O:20])[C:14]([O:16][CH2:17][CH3:18])=[O:15])C, predict the reaction product. The product is: [CH2:17]([O:16][C:14](=[O:15])[C:13](=[CH:12][NH:8][C:5]1[CH:6]=[CH:7][C:2]([F:1])=[CH:3][CH:4]=1)[C:19]([O:21][CH2:22][CH3:23])=[O:20])[CH3:18]. (2) The product is: [OH:15][CH2:14][CH2:13][CH2:12][CH:9]1[CH2:10][CH2:11][N:6]([C:17]#[N:18])[CH2:7][CH2:8]1. Given the reactants C([O-])(O)=O.[Na+].[NH:6]1[CH2:11][CH2:10][CH:9]([CH2:12][CH2:13][CH2:14][OH:15])[CH2:8][CH2:7]1.Br[C:17]#[N:18], predict the reaction product. (3) Given the reactants [OH:1][CH:2]1[CH2:7][C:6]([C:8]#[N:9])=[CH:5][CH2:4][CH2:3]1.[C:10](OC=C)(=[O:13])[CH2:11][CH3:12], predict the reaction product. The product is: [C:10]([O:1][CH:2]1[CH2:3][CH2:4][CH:5]=[C:6]([C:8]#[N:9])[CH2:7]1)(=[O:13])[CH2:11][CH3:12]. (4) Given the reactants [CH:1]1[C:13]2[CH:12]([CH2:14][O:15][C:16]([NH:18][C@H:19]([C:25]([OH:27])=[O:26])[CH2:20][CH2:21][CH2:22][CH2:23][NH2:24])=[O:17])[C:11]3[C:6](=[CH:7][CH:8]=[CH:9][CH:10]=3)[C:5]=2[CH:4]=[CH:3][CH:2]=1.[F:28][C:29]1[CH:34]=[CH:33][C:32]([S:35](Cl)(=[O:37])=[O:36])=[CH:31][CH:30]=1, predict the reaction product. The product is: [F:28][C:29]1[CH:34]=[CH:33][C:32]([S:35]([NH:24][CH2:23][CH2:22][CH2:21][CH2:20][C@@H:19]([C:25]([OH:27])=[O:26])[NH:18][C:16]([O:15][CH2:14][CH:12]2[C:11]3[CH:10]=[CH:9][CH:8]=[CH:7][C:6]=3[C:5]3[C:13]2=[CH:1][CH:2]=[CH:3][CH:4]=3)=[O:17])(=[O:37])=[O:36])=[CH:31][CH:30]=1. (5) Given the reactants [CH3:1][O:2][C:3]([C:5]1[C:6]([C:12]([F:15])([F:14])[F:13])=[N:7][C:8](Cl)=[N:9][CH:10]=1)=[O:4].[CH3:16][O:17][C:18]([C@H:20]1[NH:25][CH2:24][CH2:23][N:22]([C:26]([O:28][C:29]([CH3:32])([CH3:31])[CH3:30])=[O:27])[CH2:21]1)=[O:19].C(N(CC)CC)C, predict the reaction product. The product is: [CH3:16][O:17][C:18]([C@H:20]1[N:25]([C:8]2[N:7]=[C:6]([C:12]([F:15])([F:14])[F:13])[C:5]([C:3]([O:2][CH3:1])=[O:4])=[CH:10][N:9]=2)[CH2:24][CH2:23][N:22]([C:26]([O:28][C:29]([CH3:32])([CH3:31])[CH3:30])=[O:27])[CH2:21]1)=[O:19]. (6) Given the reactants [NH2:1][C:2]1[N:10]=[CH:9][N:8]=[C:7]2[C:3]=1[N:4]=[CH:5][N:6]2[C@H:11]1[C@@H:15]2[O:16]C(C)(C)[O:18][C@@H:14]2[C@@H:13]([CH2:21][N:22]([CH3:32])[CH:23]2[CH2:26][CH:25]([CH2:27][CH2:28][C:29](O)=O)[CH2:24]2)[O:12]1.[O:33]1[CH2:36][CH:35]([C:37]2[CH:38]=[C:39]([NH2:44])[C:40]([NH2:43])=[CH:41][CH:42]=2)[CH2:34]1.C(N(CC)C(C)C)(C)C, predict the reaction product. The product is: [NH2:1][C:2]1[N:10]=[CH:9][N:8]=[C:7]2[C:3]=1[N:4]=[CH:5][N:6]2[C@H:11]1[C@H:15]([OH:16])[C@H:14]([OH:18])[C@@H:13]([CH2:21][N:22]([CH3:32])[CH:23]2[CH2:26][CH:25]([CH2:27][CH2:28][C:29]3[NH:43][C:40]4[CH:41]=[CH:42][C:37]([CH:35]5[CH2:36][O:33][CH2:34]5)=[CH:38][C:39]=4[N:44]=3)[CH2:24]2)[O:12]1. (7) Given the reactants [CH:1]([N:4]1[CH2:9][CH2:8][CH:7]([O:10][C:11]2[CH:16]=[CH:15][C:14]([C:17]3([CH2:23][NH:24][C:25](=O)OC(C)(C)C)[CH2:22][CH2:21][O:20][CH2:19][CH2:18]3)=[CH:13][CH:12]=2)[CH2:6][CH2:5]1)([CH3:3])[CH3:2].[H-].[H-].[H-].[H-].[Li+].[Al+3].O.[OH-].[Na+], predict the reaction product. The product is: [CH:1]([N:4]1[CH2:9][CH2:8][CH:7]([O:10][C:11]2[CH:16]=[CH:15][C:14]([C:17]3([CH2:23][NH:24][CH3:25])[CH2:18][CH2:19][O:20][CH2:21][CH2:22]3)=[CH:13][CH:12]=2)[CH2:6][CH2:5]1)([CH3:3])[CH3:2].